Dataset: Forward reaction prediction with 1.9M reactions from USPTO patents (1976-2016). Task: Predict the product of the given reaction. The product is: [F:1][C:2]1[CH:3]=[N:4][CH:5]=[CH:6][C:7]=1[C:8]1[C:9]([C:18]2[CH:23]=[CH:22][CH:21]=[CH:20][C:19]=2[F:24])=[N:10][C:11]([NH2:17])=[C:12]([NH2:14])[CH:13]=1. Given the reactants [F:1][C:2]1[CH:3]=[N:4][CH:5]=[CH:6][C:7]=1[C:8]1[C:9]([C:18]2[CH:23]=[CH:22][CH:21]=[CH:20][C:19]=2[F:24])=[N:10][C:11]([NH2:17])=[C:12]([N+:14]([O-])=O)[CH:13]=1, predict the reaction product.